From a dataset of NCI-60 drug combinations with 297,098 pairs across 59 cell lines. Regression. Given two drug SMILES strings and cell line genomic features, predict the synergy score measuring deviation from expected non-interaction effect. (1) Drug 1: C1CCN(CC1)CCOC2=CC=C(C=C2)C(=O)C3=C(SC4=C3C=CC(=C4)O)C5=CC=C(C=C5)O. Drug 2: C1CC(=O)NC(=O)C1N2CC3=C(C2=O)C=CC=C3N. Cell line: SN12C. Synergy scores: CSS=4.83, Synergy_ZIP=-4.67, Synergy_Bliss=-6.29, Synergy_Loewe=-3.19, Synergy_HSA=-3.11. (2) Drug 1: COC1=NC(=NC2=C1N=CN2C3C(C(C(O3)CO)O)O)N. Drug 2: CC1C(C(CC(O1)OC2CC(CC3=C2C(=C4C(=C3O)C(=O)C5=C(C4=O)C(=CC=C5)OC)O)(C(=O)CO)O)N)O.Cl. Cell line: IGROV1. Synergy scores: CSS=26.4, Synergy_ZIP=-0.428, Synergy_Bliss=-1.23, Synergy_Loewe=-33.9, Synergy_HSA=-1.65. (3) Drug 1: C1CCC(C1)C(CC#N)N2C=C(C=N2)C3=C4C=CNC4=NC=N3. Drug 2: COC1=C2C(=CC3=C1OC=C3)C=CC(=O)O2. Cell line: OVCAR-8. Synergy scores: CSS=-0.472, Synergy_ZIP=1.09, Synergy_Bliss=-0.163, Synergy_Loewe=-1.66, Synergy_HSA=-2.13. (4) Drug 1: CNC(=O)C1=NC=CC(=C1)OC2=CC=C(C=C2)NC(=O)NC3=CC(=C(C=C3)Cl)C(F)(F)F. Drug 2: CN(CC1=CN=C2C(=N1)C(=NC(=N2)N)N)C3=CC=C(C=C3)C(=O)NC(CCC(=O)O)C(=O)O. Cell line: MALME-3M. Synergy scores: CSS=0.662, Synergy_ZIP=-1.72, Synergy_Bliss=-3.86, Synergy_Loewe=-5.65, Synergy_HSA=-4.15. (5) Drug 1: CC1(CCCN1)C2=NC3=C(C=CC=C3N2)C(=O)N. Drug 2: CC1CC(C(C(C=C(C(C(C=CC=C(C(=O)NC2=CC(=O)C(=C(C1)C2=O)OC)C)OC)OC(=O)N)C)C)O)OC. Cell line: OVCAR3. Synergy scores: CSS=42.5, Synergy_ZIP=8.50, Synergy_Bliss=8.07, Synergy_Loewe=-2.16, Synergy_HSA=6.00. (6) Drug 1: C1C(C(OC1N2C=NC3=C2NC=NCC3O)CO)O. Drug 2: C1C(C(OC1N2C=NC(=NC2=O)N)CO)O. Cell line: HS 578T. Synergy scores: CSS=5.17, Synergy_ZIP=-0.497, Synergy_Bliss=1.57, Synergy_Loewe=1.58, Synergy_HSA=1.68. (7) Drug 1: CC12CCC3C(C1CCC2=O)CC(=C)C4=CC(=O)C=CC34C. Drug 2: C1=NNC2=C1C(=O)NC=N2. Cell line: U251. Synergy scores: CSS=36.6, Synergy_ZIP=-1.84, Synergy_Bliss=0.954, Synergy_Loewe=-12.4, Synergy_HSA=2.32.